From a dataset of Full USPTO retrosynthesis dataset with 1.9M reactions from patents (1976-2016). Predict the reactants needed to synthesize the given product. Given the product [Cl:1][C:2]1[CH:3]=[C:4]([C:8]([C:10]2[CH:11]=[N:12][CH:13]=[CH:14][C:15]=2[Cl:16])=[O:9])[CH:5]=[CH:6][CH:7]=1, predict the reactants needed to synthesize it. The reactants are: [Cl:1][C:2]1[CH:3]=[C:4]([CH:8]([C:10]2[CH:11]=[N:12][CH:13]=[CH:14][C:15]=2[Cl:16])[OH:9])[CH:5]=[CH:6][CH:7]=1.